Dataset: Full USPTO retrosynthesis dataset with 1.9M reactions from patents (1976-2016). Task: Predict the reactants needed to synthesize the given product. (1) Given the product [CH2:1]([O:8][C:9]1[CH:10]=[CH:11][C:12]([C:15]2[CH:16]=[N:17][C:18]3[N:19]([N:27]=[CH:28][C:29]=3[NH2:30])[C:20]=2[CH:21]2[CH2:26][CH2:25][CH2:24][CH2:23][CH2:22]2)=[CH:13][CH:14]=1)[C:2]1[CH:7]=[CH:6][CH:5]=[CH:4][CH:3]=1, predict the reactants needed to synthesize it. The reactants are: [CH2:1]([O:8][C:9]1[CH:14]=[CH:13][C:12]([C:15]2[CH:16]=[N:17][C:18]3[N:19]([N:27]=[CH:28][C:29]=3[N+:30]([O-])=O)[C:20]=2[CH:21]2[CH2:26][CH2:25][CH2:24][CH2:23][CH2:22]2)=[CH:11][CH:10]=1)[C:2]1[CH:7]=[CH:6][CH:5]=[CH:4][CH:3]=1.[Sn](Cl)Cl. (2) Given the product [ClH:23].[CH3:1][O:2][CH2:3][CH2:4][N:5]1[CH2:12][CH2:11][C@:10]2([CH3:15])[C@@H:13]([CH3:14])[C@H:6]1[CH2:7][C:8]1[CH:19]=[CH:18][C:17]([C:20]([NH2:22])=[O:21])=[CH:16][C:9]=12, predict the reactants needed to synthesize it. The reactants are: [CH3:1][O:2][CH2:3][CH2:4][N:5]1[CH2:12][CH2:11][C@:10]2([CH3:15])[C@@H:13]([CH3:14])[C@H:6]1[CH2:7][C:8]1[CH:19]=[CH:18][C:17]([C:20]([NH2:22])=[O:21])=[CH:16][C:9]=12.[ClH:23].CCOCC. (3) Given the product [CH2:1]([N:8]1[CH2:9][CH2:10][N:11]([C:14]2[C:23]3[C:18](=[CH:19][CH:20]=[C:21]([CH:24]([C:33]4[CH:34]=[CH:35][C:36]([Cl:39])=[CH:37][CH:38]=4)[C:26]4[CH:31]=[CH:30][C:29]([Cl:32])=[CH:28][CH:27]=4)[CH:22]=3)[N:17]=[N:16][CH:15]=2)[CH2:12][CH2:13]1)[C:2]1[CH:7]=[CH:6][CH:5]=[CH:4][CH:3]=1, predict the reactants needed to synthesize it. The reactants are: [CH2:1]([N:8]1[CH2:13][CH2:12][N:11]([C:14]2[C:23]3[C:18](=[CH:19][CH:20]=[C:21]([C:24]([C:33]4[CH:38]=[CH:37][C:36]([Cl:39])=[CH:35][CH:34]=4)([C:26]4[CH:31]=[CH:30][C:29]([Cl:32])=[CH:28][CH:27]=4)O)[CH:22]=3)[N:17]=[N:16][CH:15]=2)[CH2:10][CH2:9]1)[C:2]1[CH:7]=[CH:6][CH:5]=[CH:4][CH:3]=1.[SiH](CC)(CC)CC.FC(F)(F)C(O)=O. (4) Given the product [Cl:1][C:2]1[C:8]([Cl:9])=[CH:7][C:5]2[O:6][CH:18]([C:19]([O:21][CH2:22][CH3:23])=[O:20])[CH2:24][O:10][C:4]=2[CH:3]=1, predict the reactants needed to synthesize it. The reactants are: [Cl:1][C:2]1[CH:3]=[C:4]([OH:10])[C:5](=[CH:7][C:8]=1[Cl:9])[OH:6].C(=O)([O-])[O-].[K+].[K+].Br[CH:18]([CH2:24]Br)[C:19]([O:21][CH2:22][CH3:23])=[O:20].